This data is from TCR-epitope binding with 47,182 pairs between 192 epitopes and 23,139 TCRs. The task is: Binary Classification. Given a T-cell receptor sequence (or CDR3 region) and an epitope sequence, predict whether binding occurs between them. (1) The epitope is LLWNGPMAV. The TCR CDR3 sequence is CASSLGGASYEQYF. Result: 1 (the TCR binds to the epitope). (2) The epitope is TTLPVNVAF. The TCR CDR3 sequence is CATSRDVNTGELFF. Result: 0 (the TCR does not bind to the epitope).